From a dataset of NCI-60 drug combinations with 297,098 pairs across 59 cell lines. Regression. Given two drug SMILES strings and cell line genomic features, predict the synergy score measuring deviation from expected non-interaction effect. (1) Cell line: OVCAR-4. Synergy scores: CSS=-0.107, Synergy_ZIP=1.18, Synergy_Bliss=0.606, Synergy_Loewe=-1.20, Synergy_HSA=-1.20. Drug 1: CC1=CC2C(CCC3(C2CCC3(C(=O)C)OC(=O)C)C)C4(C1=CC(=O)CC4)C. Drug 2: CC1=C(C(CCC1)(C)C)C=CC(=CC=CC(=CC(=O)O)C)C. (2) Drug 1: C(=O)(N)NO. Drug 2: C1CNP(=O)(OC1)N(CCCl)CCCl. Cell line: SK-MEL-5. Synergy scores: CSS=-0.211, Synergy_ZIP=1.53, Synergy_Bliss=0.685, Synergy_Loewe=0.287, Synergy_HSA=-1.63. (3) Drug 1: CN(CC1=CN=C2C(=N1)C(=NC(=N2)N)N)C3=CC=C(C=C3)C(=O)NC(CCC(=O)O)C(=O)O. Drug 2: C1CN(CCN1C(=O)CCBr)C(=O)CCBr. Cell line: HCT116. Synergy scores: CSS=79.8, Synergy_ZIP=0.223, Synergy_Bliss=-3.91, Synergy_Loewe=-9.73, Synergy_HSA=-4.06. (4) Drug 1: B(C(CC(C)C)NC(=O)C(CC1=CC=CC=C1)NC(=O)C2=NC=CN=C2)(O)O. Drug 2: CCC1=C2CN3C(=CC4=C(C3=O)COC(=O)C4(CC)O)C2=NC5=C1C=C(C=C5)O. Cell line: T-47D. Synergy scores: CSS=56.9, Synergy_ZIP=2.92, Synergy_Bliss=3.43, Synergy_Loewe=2.27, Synergy_HSA=4.80.